From a dataset of Catalyst prediction with 721,799 reactions and 888 catalyst types from USPTO. Predict which catalyst facilitates the given reaction. (1) Reactant: [CH3:1][CH:2]([CH2:35][CH3:36])[CH2:3][O:4][C:5]1[CH:6]=[C:7]([C:17]2[CH:22]=[CH:21][C:20]([O:23][CH2:24][CH:25]([CH3:28])[CH2:26][CH3:27])=[C:19]([O:29][CH2:30][CH:31]([CH3:34])[CH2:32][CH3:33])[CH:18]=2)[CH:8]=[CH:9][C:10]=1[O:11][CH2:12][CH:13]([CH3:16])[CH2:14][CH3:15].[Br:37]N1C(=O)CCC1=O.O. Product: [Br:37][C:22]1[CH:21]=[C:20]([O:23][CH2:24][CH:25]([CH3:28])[CH2:26][CH3:27])[C:19]([O:29][CH2:30][CH:31]([CH3:34])[CH2:32][CH3:33])=[CH:18][C:17]=1[C:7]1[CH:8]=[CH:9][C:10]([O:11][CH2:12][CH:13]([CH3:16])[CH2:14][CH3:15])=[C:5]([O:4][CH2:3][CH:2]([CH3:1])[CH2:35][CH3:36])[CH:6]=1. The catalyst class is: 13. (2) Reactant: [F:1][C:2]1[CH:7]=[CH:6][C:5]([N:8]2[C:12]3[CH:13]=[C:14]4[C:19]([C@@H:21]([OH:28])[C:22]5[CH:27]=[CH:26][CH:25]=[CH:24][N:23]=5)([CH2:20][C:11]=3[CH:10]=[N:9]2)[CH2:18][N:17]([C:29]([O:31][C:32]([CH3:35])([CH3:34])[CH3:33])=[O:30])[CH2:16][CH2:15]4)=[CH:4][CH:3]=1.CC(OI1(OC(C)=O)(OC(C)=O)OC(=O)C2C1=CC=CC=2)=O.C(=O)([O-])O.[Na+]. Product: [F:1][C:2]1[CH:3]=[CH:4][C:5]([N:8]2[C:12]3[CH:13]=[C:14]4[C@:19]([C:21](=[O:28])[C:22]5[CH:27]=[CH:26][CH:25]=[CH:24][N:23]=5)([CH2:20][C:11]=3[CH:10]=[N:9]2)[CH2:18][N:17]([C:29]([O:31][C:32]([CH3:35])([CH3:34])[CH3:33])=[O:30])[CH2:16][CH2:15]4)=[CH:6][CH:7]=1. The catalyst class is: 4. (3) Reactant: [Cl:1][C:2]1[CH:7]=[CH:6][C:5]([C:8]2([CH:12]3[C:24]4[NH:23][C:22]5[C:17](=[CH:18][CH:19]=[CH:20][CH:21]=5)[C:16]=4[CH2:15][CH2:14][NH:13]3)[CH2:11][CH2:10][CH2:9]2)=[CH:4][CH:3]=1.C(N(CC)CC)C.[C:32](O[C:32]([O:34][C:35]([CH3:38])([CH3:37])[CH3:36])=[O:33])([O:34][C:35]([CH3:38])([CH3:37])[CH3:36])=[O:33]. Product: [Cl:1][C:2]1[CH:7]=[CH:6][C:5]([C:8]2([CH:12]3[C:24]4[NH:23][C:22]5[C:17](=[CH:18][CH:19]=[CH:20][CH:21]=5)[C:16]=4[CH2:15][CH2:14][N:13]3[C:32]([O:34][C:35]([CH3:38])([CH3:37])[CH3:36])=[O:33])[CH2:11][CH2:10][CH2:9]2)=[CH:4][CH:3]=1. The catalyst class is: 7. (4) The catalyst class is: 2. Product: [C:32]([N:8]1[CH2:9][CH2:10][C:5]([C:11]2[C:12]([O:17][CH:18]3[CH2:21][N:20]([C:22]([O:24][CH2:25][C:26]4[CH:31]=[CH:30][CH:29]=[CH:28][CH:27]=4)=[O:23])[CH2:19]3)=[N:13][CH:14]=[CH:15][N:16]=2)([OH:49])[CH2:6][CH2:7]1)(=[O:34])[CH3:33]. Reactant: Cl.Cl.Cl.Cl[C:5]1([C:11]2[C:12]([O:17][CH:18]3[CH2:21][N:20]([C:22]([O:24][CH2:25][C:26]4[CH:31]=[CH:30][CH:29]=[CH:28][CH:27]=4)=[O:23])[CH2:19]3)=[N:13][CH:14]=[CH:15][N:16]=2)[CH2:10][CH2:9][NH:8][CH2:7][CH2:6]1.[C:32](N1C=CN=C1)(=[O:34])[CH3:33].CCN(C(C)C)C(C)C.[OH2:49]. (5) Product: [CH3:1][C:2]([CH3:33])([CH3:32])[CH2:3][N:4]1[C:12]2[C:7](=[N:8][C:9]([C:13]3[CH:14]4[CH2:21][CH2:20][CH:17]([C:18]=3[CH3:19])[NH:16][CH2:15]4)=[CH:10][CH:11]=2)[N:6]([CH3:30])[C:5]1=[O:31]. The catalyst class is: 6. Reactant: [CH3:1][C:2]([CH3:33])([CH3:32])[CH2:3][N:4]1[C:12]2[C:7](=[N:8][C:9]([C:13]3[CH:14]4[CH2:21][CH2:20][CH:17]([C:18]=3[CH3:19])[N:16](C3C=CC(OC)=CC=3)[CH2:15]4)=[CH:10][CH:11]=2)[N:6]([CH3:30])[C:5]1=[O:31].CC#N.OS(O)(=O)=O.I(O)(=O)(=O)=O. (6) Reactant: [Br:1][C:2]1[CH:3]=[CH:4][C:5]2[C:6]3[N:14]=[C:13](Cl)[N:12]=[C:11]([O:16][CH2:17][CH3:18])[C:7]=3[NH:8][C:9]=2[CH:10]=1.[NH:19]1[CH2:24][CH2:23][NH:22][CH2:21][CH2:20]1. Product: [Br:1][C:2]1[CH:3]=[CH:4][C:5]2[C:6]3[N:14]=[C:13]([N:19]4[CH2:24][CH2:23][NH:22][CH2:21][CH2:20]4)[N:12]=[C:11]([O:16][CH2:17][CH3:18])[C:7]=3[NH:8][C:9]=2[CH:10]=1. The catalyst class is: 728.